This data is from Forward reaction prediction with 1.9M reactions from USPTO patents (1976-2016). The task is: Predict the product of the given reaction. (1) The product is: [O:12]1[C:16]2[CH:17]=[CH:18][C:19]([C:21]3[NH:11][C:10]4[N:9]([N:8]=[CH:7][C:6]=4[C:2]4[S:1][CH:5]=[CH:4][N:3]=4)[C:23](=[O:24])[CH:22]=3)=[CH:20][C:15]=2[CH:14]=[CH:13]1. Given the reactants [S:1]1[CH:5]=[CH:4][N:3]=[C:2]1[C:6]1[CH:7]=[N:8][NH:9][C:10]=1[NH2:11].[O:12]1[C:16]2[CH:17]=[CH:18][C:19]([C:21](=O)[CH2:22][C:23](OCC)=[O:24])=[CH:20][C:15]=2[CH:14]=[CH:13]1.CC1C=CC(S(O)(=O)=O)=CC=1, predict the reaction product. (2) The product is: [C:12]([OH:21])(=[O:20])[CH2:13][CH2:14][CH2:15][CH2:16][CH2:17][CH2:18][CH3:19]. Given the reactants CC1(C)N([O])C(C)(C)CCC1.[CH2:12]([OH:20])[CH2:13][CH2:14][CH2:15][CH2:16][CH2:17][CH2:18][CH3:19].[OH2:21], predict the reaction product. (3) Given the reactants [CH2:1]([C:3]1[CH:8]=[CH:7][C:6]([CH:9]2[CH2:14][NH:13][CH2:12][CH:11]([C:15]([NH:17][C:18]3[CH:23]=[CH:22][CH:21]=[CH:20][CH:19]=3)=[O:16])[CH2:10]2)=[CH:5][CH:4]=1)[CH3:2].[F:24][CH2:25][C:26]([CH3:31])([CH3:30])[C:27](Cl)=[O:28], predict the reaction product. The product is: [CH2:1]([C:3]1[CH:4]=[CH:5][C:6]([CH:9]2[CH2:14][N:13]([C:27](=[O:28])[C:26]([CH3:31])([CH3:30])[CH2:25][F:24])[CH2:12][CH:11]([C:15]([NH:17][C:18]3[CH:19]=[CH:20][CH:21]=[CH:22][CH:23]=3)=[O:16])[CH2:10]2)=[CH:7][CH:8]=1)[CH3:2].